From a dataset of NCI-60 drug combinations with 297,098 pairs across 59 cell lines. Regression. Given two drug SMILES strings and cell line genomic features, predict the synergy score measuring deviation from expected non-interaction effect. (1) Drug 1: CNC(=O)C1=CC=CC=C1SC2=CC3=C(C=C2)C(=NN3)C=CC4=CC=CC=N4. Drug 2: C1CCC(CC1)NC(=O)N(CCCl)N=O. Cell line: SNB-19. Synergy scores: CSS=51.7, Synergy_ZIP=6.19, Synergy_Bliss=8.26, Synergy_Loewe=7.95, Synergy_HSA=9.01. (2) Drug 1: C1=NC2=C(N=C(N=C2N1C3C(C(C(O3)CO)O)O)F)N. Drug 2: CN(CCCl)CCCl.Cl. Cell line: A498. Synergy scores: CSS=15.6, Synergy_ZIP=6.09, Synergy_Bliss=2.34, Synergy_Loewe=-5.20, Synergy_HSA=1.68.